This data is from Reaction yield outcomes from USPTO patents with 853,638 reactions. The task is: Predict the reaction yield, written as a fraction of the theoretical maximum amount of product (1.0 means a 100% yield; for example, 0.34 means a 34% yield). (1) The reactants are [CH3:1][S:2][C:3]1[CH:8]=[CH:7][CH:6]=[CH:5][C:4]=1[C:9]1[NH:13][CH:12]=[C:11]([CH:14]=[O:15])[CH:10]=1.ClC1C=CC=C(C(OO)=[O:24])C=1.S([O-])([O-])(=O)=S.[Na+].[Na+]. The catalyst is C(OCC)(=O)C. The product is [CH3:1][S:2]([C:3]1[CH:8]=[CH:7][CH:6]=[CH:5][C:4]=1[C:9]1[NH:13][CH:12]=[C:11]([CH:14]=[O:15])[CH:10]=1)=[O:24]. The yield is 0.750. (2) The reactants are [CH2:1]([O:3][C:4]([C@:6]1([NH:21]C(OC(C)(C)C)=O)[CH2:11][C@H:10]([O:12][C:13](=[O:15])[CH3:14])[C@@H:9]2[C@H:7]1[C@H:8]2[C:16]([O:18][CH2:19][CH3:20])=[O:17])=[O:5])[CH3:2]. The catalyst is C(O)(C(F)(F)F)=O.ClCCl. The product is [CH2:1]([O:3][C:4]([C@:6]1([NH2:21])[CH2:11][C@H:10]([O:12][C:13](=[O:15])[CH3:14])[C@@H:9]2[C@H:7]1[C@H:8]2[C:16]([O:18][CH2:19][CH3:20])=[O:17])=[O:5])[CH3:2]. The yield is 0.980. (3) The reactants are [CH:1]1[C:10]2[C:5](=[CH:6][CH:7]=[CH:8][CH:9]=2)[CH2:4][CH2:3][C:2]=1[C:11]1[CH:16]=[C:15]([NH2:17])[CH:14]=[CH:13][N:12]=1.[CH2:18]([O:20][C:21](Cl)=[O:22])[CH3:19]. The catalyst is N1C=CC=CC=1. The product is [CH2:18]([O:20][C:21](=[O:22])[NH:17][C:15]1[CH:14]=[CH:13][N:12]=[C:11]([C:2]2[CH2:3][CH2:4][C:5]3[C:10](=[CH:9][CH:8]=[CH:7][CH:6]=3)[CH:1]=2)[CH:16]=1)[CH3:19]. The yield is 0.360. (4) The reactants are C(N1C=CN=C1)([N:3]1C=CN=C1)=O.[O:13]1[C:17]2[CH:18]=[CH:19][CH:20]=[C:21]([CH2:22][C:23]([OH:25])=O)[C:16]=2[CH:15]=[CH:14]1.N. The catalyst is O1CCCC1. The product is [O:13]1[C:17]2[CH:18]=[CH:19][CH:20]=[C:21]([CH2:22][C:23]([NH2:3])=[O:25])[C:16]=2[CH:15]=[CH:14]1. The yield is 0.930. (5) The reactants are [CH2:1]([N:4]1[CH2:9][CH2:8][O:7][CH2:6][CH2:5]1)[C:2]#[CH:3].[F:10][C:11]1[CH:12]=[C:13]([CH:15]=[CH:16][C:17]=1[O:18][C:19]1[CH:24]=[CH:23][N:22]=[C:21]2[CH:25]=[C:26](I)[S:27][C:20]=12)[NH2:14]. No catalyst specified. The product is [F:10][C:11]1[CH:12]=[C:13]([NH2:14])[CH:15]=[CH:16][C:17]=1[O:18][C:19]1[CH:24]=[CH:23][N:22]=[C:21]2[CH:25]=[C:26]([C:3]#[C:2][CH2:1][N:4]3[CH2:9][CH2:8][O:7][CH2:6][CH2:5]3)[S:27][C:20]=12. The yield is 0.770. (6) The reactants are CS(O[CH2:6][CH2:7][N:8]1[CH:12]=[C:11]([C:13]2[CH:18]=[C:17]([C:19]([O:21]C)=[O:20])[CH:16]=[CH:15][N:14]=2)[N:10]=[CH:9]1)(=O)=O.Cl.[C:24]([C:26]1[CH:34]=[CH:33][CH:32]=[C:31]2[C:27]=1[CH2:28][NH:29][CH2:30]2)#[N:25]. No catalyst specified. The product is [C:24]([C:26]1[CH:34]=[CH:33][CH:32]=[C:31]2[C:27]=1[CH2:28][N:29]([CH2:6][CH2:7][N:8]1[CH:12]=[C:11]([C:13]3[CH:18]=[C:17]([C:19]([OH:21])=[O:20])[CH:16]=[CH:15][N:14]=3)[N:10]=[CH:9]1)[CH2:30]2)#[N:25]. The yield is 0.110. (7) The reactants are [CH3:1][O:2][C:3](=[O:27])[C:4]1[CH:9]=[CH:8][C:7]([NH:10][CH:11]2[CH2:16][CH2:15][CH2:14][CH2:13][CH:12]2[CH3:17])=[C:6]([NH:18][C:19](=O)[CH2:20][C:21]2[O:22][CH:23]=[CH:24][CH:25]=2)[CH:5]=1.Cl.O.C(=O)(O)[O-].[Na+]. The catalyst is O1CCOCC1. The product is [CH3:1][O:2][C:3]([C:4]1[CH:9]=[CH:8][C:7]2[N:10]([CH:11]3[CH2:16][CH2:15][CH2:14][CH2:13][CH:12]3[CH3:17])[C:19]([CH2:20][C:21]3[O:22][CH:23]=[CH:24][CH:25]=3)=[N:18][C:6]=2[CH:5]=1)=[O:27]. The yield is 0.930. (8) The reactants are [NH2:1][CH:2]1[CH2:11][C:10]2[C:9]([C:12]([NH2:14])=[O:13])=[CH:8][CH:7]=[C:6]([F:15])[C:5]=2[O:4][CH2:3]1.[CH3:16][O:17][C:18]1[CH:19]=[CH:20][CH:21]=[C:22]2[C:26]=1[NH:25][CH:24]=[C:23]2[CH2:27][CH2:28][CH:29]=O.C(O)(=O)C.C([BH3-])#N.[Na+]. The catalyst is CO. The product is [F:15][C:6]1[C:5]2[O:4][CH2:3][CH:2]([NH:1][CH2:29][CH2:28][CH2:27][C:23]3[C:22]4[C:26](=[C:18]([O:17][CH3:16])[CH:19]=[CH:20][CH:21]=4)[NH:25][CH:24]=3)[CH2:11][C:10]=2[C:9]([C:12]([NH2:14])=[O:13])=[CH:8][CH:7]=1. The yield is 0.680. (9) The reactants are [CH2:1]([C:8]1[CH:12]=[C:11]([NH:13][C:14](=[O:22])OC2C=CC=CC=2)[N:10]([C:23]2[CH:28]=[CH:27][CH:26]=[C:25]([F:29])[CH:24]=2)[N:9]=1)[C:2]1[CH:7]=[CH:6][CH:5]=[CH:4][CH:3]=1.[NH2:30][C:31]1[CH:47]=[CH:46][C:34]([O:35][C:36]2[CH:41]=[CH:40][N:39]=[C:38]([C:42]([NH:44][CH3:45])=[O:43])[CH:37]=2)=[CH:33][C:32]=1[F:48].C(N(CC)CC)C. The catalyst is C1COCC1. The product is [CH2:1]([C:8]1[CH:12]=[C:11]([NH:13][C:14]([NH:30][C:31]2[CH:47]=[CH:46][C:34]([O:35][C:36]3[CH:41]=[CH:40][N:39]=[C:38]([C:42]([NH:44][CH3:45])=[O:43])[CH:37]=3)=[CH:33][C:32]=2[F:48])=[O:22])[N:10]([C:23]2[CH:28]=[CH:27][CH:26]=[C:25]([F:29])[CH:24]=2)[N:9]=1)[C:2]1[CH:7]=[CH:6][CH:5]=[CH:4][CH:3]=1. The yield is 0.300. (10) The reactants are I[C:2]1[CH:7]=[CH:6][C:5]([N+:8]([O-:10])=[O:9])=[CH:4][C:3]=1[CH3:11].BrC1C=CC(F)=CC=1C.[Cl:21][C:22]1[CH:23]=[CH:24][C:25]([CH3:29])=[C:26]([OH:28])[CH:27]=1. No catalyst specified. The product is [Cl:21][C:22]1[CH:23]=[CH:24][C:25]([CH3:29])=[C:26]([O:28][C:2]2[CH:7]=[CH:6][C:5]([N+:8]([O-:10])=[O:9])=[CH:4][C:3]=2[CH3:11])[CH:27]=1. The yield is 0.580.